From a dataset of Reaction yield outcomes from USPTO patents with 853,638 reactions. Predict the reaction yield, written as a fraction of the theoretical maximum amount of product (1.0 means a 100% yield; for example, 0.34 means a 34% yield). (1) The reactants are Cl[C:2]1[C:7]([NH:8][C:9](=O)[CH3:10])=[CH:6][C:5]([C:12]2[CH:17]=[CH:16][N:15]=[C:14]([S:18][CH3:19])[N:13]=2)=[C:4]([C:20]2[CH:25]=[CH:24][C:23]([F:26])=[CH:22][CH:21]=2)[N:3]=1.P12(SP3(SP(SP(S3)(S1)=S)(=S)S2)=S)=[S:28].O. The catalyst is N1C=CC=CC=1. The product is [F:26][C:23]1[CH:24]=[CH:25][C:20]([C:4]2[N:3]=[C:2]3[S:28][C:9]([CH3:10])=[N:8][C:7]3=[CH:6][C:5]=2[C:12]2[CH:17]=[CH:16][N:15]=[C:14]([S:18][CH3:19])[N:13]=2)=[CH:21][CH:22]=1. The yield is 0.450. (2) The reactants are [CH2:1]([N:5]([CH2:25][CH2:26][CH2:27][CH3:28])[C:6]1[CH:11]=[CH:10][C:9]([CH:12]=[CH:13][CH:14]=[CH:15][C:16]2[S:20][C:19]([CH:21]=O)=[CH:18][CH:17]=2)=[C:8]([O:23][CH3:24])[CH:7]=1)[CH2:2][CH2:3][CH3:4].[C:29]([C:31]1[C:32](=[C:42]([C:45]#[N:46])[C:43]#[N:44])[O:33][C:34]([CH3:41])([C:37]([F:40])([F:39])[F:38])[C:35]=1[CH3:36])#[N:30]. The catalyst is C(O)C. The product is [CH2:25]([N:5]([CH2:1][CH2:2][CH2:3][CH3:4])[C:6]1[CH:11]=[CH:10][C:9]([CH:12]=[CH:13][CH:14]=[CH:15][C:16]2[S:20][C:19]([CH:21]=[CH:36][C:35]3[C:34]([CH3:41])([C:37]([F:40])([F:38])[F:39])[O:33][C:32](=[C:42]([C:43]#[N:44])[C:45]#[N:46])[C:31]=3[C:29]#[N:30])=[CH:18][CH:17]=2)=[C:8]([O:23][CH3:24])[CH:7]=1)[CH2:26][CH2:27][CH3:28]. The yield is 0.762. (3) The reactants are [C:1]([C:5]1[N:9]([CH2:10][CH:11]2[CH2:16][CH2:15][C:14]([F:18])([F:17])[CH2:13][CH2:12]2)[C:8]2[CH:19]=[CH:20][C:21]([S:23](Cl)(=[O:25])=[O:24])=[CH:22][C:7]=2[N:6]=1)([CH3:4])([CH3:3])[CH3:2].[NH:27]1[CH2:30][CH2:29][CH2:28]1. The catalyst is CN(C1C=CN=CC=1)C.CC#N. The product is [N:27]1([S:23]([C:21]2[CH:20]=[CH:19][C:8]3[N:9]([CH2:10][CH:11]4[CH2:16][CH2:15][C:14]([F:18])([F:17])[CH2:13][CH2:12]4)[C:5]([C:1]([CH3:4])([CH3:3])[CH3:2])=[N:6][C:7]=3[CH:22]=2)(=[O:25])=[O:24])[CH2:30][CH2:29][CH2:28]1. The yield is 0.690. (4) The reactants are [OH:1][C:2]1[CH:7]=[CH:6][C:5]([CH2:8][C:9]([O:11][CH3:12])=[O:10])=[CH:4][CH:3]=1.[CH2:13]([CH:15]1[O:17][CH2:16]1)Cl.N1C=CC=CC=1. No catalyst specified. The product is [O:17]1[CH2:16][CH:15]1[CH2:13][O:1][C:2]1[CH:3]=[CH:4][C:5]([CH2:8][C:9]([O:11][CH3:12])=[O:10])=[CH:6][CH:7]=1. The yield is 0.340. (5) The reactants are [Cl:1][C:2]1[C:10]([OH:11])=[CH:9][CH:8]=[C:7]2[C:3]=1[CH:4]=[C:5]([C:17]([O:19][CH2:20][CH3:21])=[O:18])[N:6]2[CH2:12][C:13]([F:16])([F:15])[F:14].N1C=CC=CC=1.[S:28](O[S:28]([C:31]([F:34])([F:33])[F:32])(=[O:30])=[O:29])([C:31]([F:34])([F:33])[F:32])(=[O:30])=[O:29]. The catalyst is C(Cl)Cl. The product is [Cl:1][C:2]1[C:10]([O:11][S:28]([C:31]([F:34])([F:33])[F:32])(=[O:30])=[O:29])=[CH:9][CH:8]=[C:7]2[C:3]=1[CH:4]=[C:5]([C:17]([O:19][CH2:20][CH3:21])=[O:18])[N:6]2[CH2:12][C:13]([F:16])([F:14])[F:15]. The yield is 0.720. (6) The reactants are [CH2:1]1[C:9]2[C:4](=[CH:5][CH:6]=[CH:7][CH:8]=2)[CH:3]=[CH:2]1.[CH2:10]([Li])[CH2:11][CH2:12][CH3:13].Br[CH:16](Br)[CH3:17].O. The catalyst is O1CCCC1. The product is [CH:1]1([CH2:13][CH2:12][CH:11]2[C:10]3[C:1](=[CH:2][CH:3]=[CH:16][CH:17]=3)[CH:9]=[CH:8]2)[C:9]2[C:4](=[CH:5][CH:6]=[CH:7][CH:8]=2)[CH:3]=[CH:2]1. The yield is 0.516. (7) The product is [CH2:28]([O:27][C:25]([NH:18][C@@H:19]([CH2:20][O:7][CH2:6][C@H:5]([O:4][CH2:3][C:2]([CH3:1])=[CH2:17])[C@@H:8]([O:12][CH2:13][C:14]([CH3:16])=[CH2:15])[C@@H:9]([OH:11])[CH3:10])[C:21]([O:23][CH3:24])=[O:22])=[O:26])[C:29]1[CH:30]=[CH:31][CH:32]=[CH:33][CH:34]=1.[CH2:28]([O:27][C:25]([NH:18][C@@H:19]([CH2:20][O:11][C@H:9]([C@H:8]([O:12][CH2:13][C:14]([CH3:16])=[CH2:15])[C@@H:5]([O:4][CH2:3][C:2]([CH3:1])=[CH2:17])[CH2:6][OH:7])[CH3:10])[C:21]([O:23][CH3:24])=[O:22])=[O:26])[C:29]1[CH:30]=[CH:31][CH:32]=[CH:33][CH:34]=1. The yield is 0.350. The reactants are [CH3:1][C:2](=[CH2:17])[CH2:3][O:4][C@H:5]([C@@H:8]([O:12][CH2:13][C:14]([CH3:16])=[CH2:15])[C@@H:9]([OH:11])[CH3:10])[CH2:6][OH:7].[N@:18]1([C:25]([O:27][CH2:28][C:29]2[CH:34]=[CH:33][CH:32]=[CH:31][CH:30]=2)=[O:26])[CH2:20][CH:19]1[C:21]([O:23][CH3:24])=[O:22].B(F)(F)F.CCOCC. The catalyst is C(Cl)(Cl)Cl.